From a dataset of CYP2C19 inhibition data for predicting drug metabolism from PubChem BioAssay. Regression/Classification. Given a drug SMILES string, predict its absorption, distribution, metabolism, or excretion properties. Task type varies by dataset: regression for continuous measurements (e.g., permeability, clearance, half-life) or binary classification for categorical outcomes (e.g., BBB penetration, CYP inhibition). Dataset: cyp2c19_veith. (1) The molecule is COC(=O)[C@H](N)CCCN=C(N)N[N+](=O)[O-]. The result is 0 (non-inhibitor). (2) The compound is COc1ccccc1NC(=O)CSc1nc2ccccc2cc1Cc1ccccc1. The result is 1 (inhibitor). (3) The result is 0 (non-inhibitor). The compound is CCNc1ncc2nc(-c3ccc(Cl)cc3)c(=O)n(C3CC3)c2n1. (4) The result is 0 (non-inhibitor). The molecule is Cn1c(=O)c(-c2ccc(F)cc2)nc2cnc(Nc3ccccc3)nc21. (5) The drug is CCOC(=O)C1=C(CSc2nc3ccccc3s2)NC(=O)NC1c1cc(C)ccc1C. The result is 1 (inhibitor). (6) The molecule is Cc1ccc(S(=O)(=O)O[C@H]2C[C@@H](C(C)(C)C)CC[C@@H]2c2ccccc2)cc1. The result is 1 (inhibitor). (7) The compound is N[C@H](CCC(=O)NCS(=O)(=O)O)C(=O)O. The result is 0 (non-inhibitor). (8) The drug is Cc1ccc(NC(=O)CCSc2nnc3ccccn23)cc1. The result is 1 (inhibitor). (9) The molecule is OCCCNCc1ccccn1. The result is 0 (non-inhibitor).